From a dataset of Full USPTO retrosynthesis dataset with 1.9M reactions from patents (1976-2016). Predict the reactants needed to synthesize the given product. (1) Given the product [CH3:31][C:28]1([CH3:32])[O:27][C:26]2[CH:33]=[CH:34][C:23]([C@H:21]3[O:20][C:19](=[O:35])[N:18]([CH2:17][CH2:16][CH2:15][CH2:14][CH2:13][CH2:12][O:11][CH2:10][CH2:9][OH:8])[CH2:22]3)=[CH:24][C:25]=2[CH2:30][O:29]1, predict the reactants needed to synthesize it. The reactants are: [Si]([O:8][CH2:9][CH2:10][O:11][CH2:12][CH2:13][CH2:14][CH2:15][CH2:16][CH2:17][N:18]1[CH2:22][C@@H:21]([C:23]2[CH:34]=[CH:33][C:26]3[O:27][C:28]([CH3:32])([CH3:31])[O:29][CH2:30][C:25]=3[CH:24]=2)[O:20][C:19]1=[O:35])(C(C)(C)C)(C)C.[F-].C([N+](CCCC)(CCCC)CCCC)CCC. (2) Given the product [Cl:5][C:6]1[C:14]2[N:13]=[C:12]3[N:15]([C:19]4[CH:24]=[CH:23][C:22]([Cl:25])=[CH:21][C:20]=4[Cl:26])[CH2:16][CH2:17][CH2:18][N:11]3[C:10]=2[C:9]([CH2:27][C:29]#[N:30])=[CH:8][CH:7]=1, predict the reactants needed to synthesize it. The reactants are: S(Cl)(Cl)=O.[Cl:5][C:6]1[C:14]2[N:13]=[C:12]3[N:15]([C:19]4[CH:24]=[CH:23][C:22]([Cl:25])=[CH:21][C:20]=4[Cl:26])[CH2:16][CH2:17][CH2:18][N:11]3[C:10]=2[C:9]([CH2:27]O)=[CH:8][CH:7]=1.[C-:29]#[N:30].[Na+].C(Cl)C1C=CC=CC=1. (3) Given the product [NH2:1][N:2]1[C:10]2[C:6]([N:7]3[N:13]([CH2:14][CH2:15][OH:16])[C:12](=[O:18])[N:11]([CH2:19][CH2:20][N:21]4[CH2:22][CH2:23][N:24]([C:27]5[CH:32]=[CH:31][C:30]([F:33])=[CH:29][CH:28]=5)[CH2:25][CH2:26]4)[CH:8]3[N:9]=2)=[C:5]([C:34]2[O:35][CH:36]=[CH:37][CH:38]=2)[N:4]=[CH:3]1, predict the reactants needed to synthesize it. The reactants are: [NH2:1][N:2]1[C:10]2[C:6]([N:7]3[N:13]([CH2:14][CH2:15][O:16]C)[C:12](=[O:18])[N:11]([CH2:19][CH2:20][N:21]4[CH2:26][CH2:25][N:24]([C:27]5[CH:32]=[CH:31][C:30]([F:33])=[CH:29][CH:28]=5)[CH2:23][CH2:22]4)[CH:8]3[N:9]=2)=[C:5]([C:34]2[O:35][CH:36]=[CH:37][CH:38]=2)[N:4]=[CH:3]1.B(Br)(Br)Br. (4) Given the product [OH:10][C:11]1[C:12]([CH3:28])=[C:13]([CH3:27])[C:14]([NH:18][C:19](=[O:26])[C:20]2[CH:21]=[CH:22][CH:23]=[CH:24][CH:25]=2)=[N:15][C:16]=1[CH3:17], predict the reactants needed to synthesize it. The reactants are: CO.C([O:10][C:11]1[C:12]([CH3:28])=[C:13]([CH3:27])[C:14]([NH:18][C:19](=[O:26])[C:20]2[CH:25]=[CH:24][CH:23]=[CH:22][CH:21]=2)=[N:15][C:16]=1[CH3:17])C1C=CC=CC=1. (5) Given the product [F:1][C:2]1[CH:3]=[C:4]([O:11][CH2:12][CH2:13][CH3:14])[CH:5]=[C:6]([F:10])[C:7]=1[CH2:8][OH:9], predict the reactants needed to synthesize it. The reactants are: [F:1][C:2]1[CH:3]=[C:4]([OH:11])[CH:5]=[C:6]([F:10])[C:7]=1[CH2:8][OH:9].[CH2:12](Br)[CH2:13][CH3:14]. (6) Given the product [Cl:1][C:2]1[CH:10]=[CH:9][CH:8]=[C:7]2[C:3]=1[C:4]([CH:14]([C:4]1[C:3]3[C:7](=[CH:8][CH:9]=[CH:10][C:2]=3[Cl:1])[N:6]([CH2:10][CH2:2][CH2:3][CH3:4])[CH:5]=1)[C:13]1[CH:16]=[CH:17][C:18]([F:20])=[CH:19][C:12]=1[Cl:11])=[CH:5][N:6]2[CH2:22][CH2:23][CH2:24][CH3:25], predict the reactants needed to synthesize it. The reactants are: [Cl:1][C:2]1[CH:10]=[CH:9][CH:8]=[C:7]2[C:3]=1[CH:4]=[CH:5][NH:6]2.[Cl:11][C:12]1[CH:19]=[C:18]([F:20])[CH:17]=[CH:16][C:13]=1[CH:14]=O.Br[CH2:22][CH2:23][CH2:24][CH3:25]. (7) The reactants are: FC(F)(F)C(OC(=O)C(F)(F)F)=O.[F:14][C:15]1[C:27]([F:28])=[CH:26][C:25]([NH:29][C:30]2[N:35]=[C:34]([C:36]3[CH:41]=[CH:40][C:39]([F:42])=[CH:38][C:37]=3[O:43][CH3:44])[N:33]=[CH:32][N:31]=2)=[CH:24][C:16]=1[CH2:17][S:18](=[N:21]C#N)([CH3:20])=[O:19].C(=O)([O-])[O-].[K+].[K+]. Given the product [F:28][C:27]1[CH:26]=[C:25]([NH:29][C:30]2[N:35]=[C:34]([C:36]3[CH:41]=[CH:40][C:39]([F:42])=[CH:38][C:37]=3[O:43][CH3:44])[N:33]=[CH:32][N:31]=2)[CH:24]=[C:16]([CH2:17][S:18]([CH3:20])(=[NH:21])=[O:19])[C:15]=1[F:14], predict the reactants needed to synthesize it.